From a dataset of Reaction yield outcomes from USPTO patents with 853,638 reactions. Predict the reaction yield, written as a fraction of the theoretical maximum amount of product (1.0 means a 100% yield; for example, 0.34 means a 34% yield). (1) The reactants are CC1(C)OB([C:7]2[CH:8]=[N:9][C:10]([C:13]([F:16])([F:15])[F:14])=[N:11][CH:12]=2)OC1(C)C.Cl[C:21]1[N:26]=[C:25]([NH2:27])[C:24]([C:28]([F:31])([F:30])[F:29])=[CH:23][N:22]=1.C(=O)([O-])[O-].[K+].[K+].O. The catalyst is O1CCOCC1.C(OCC)(=O)C.C1C=CC(P(C2C=CC=CC=2)[C-]2C=CC=C2)=CC=1.C1C=CC(P(C2C=CC=CC=2)[C-]2C=CC=C2)=CC=1.Cl[Pd]Cl.[Fe+2]. The product is [F:16][C:13]([F:14])([F:15])[C:10]1[N:11]=[CH:12][C:7]([C:21]2[N:26]=[C:25]([NH2:27])[C:24]([C:28]([F:31])([F:29])[F:30])=[CH:23][N:22]=2)=[CH:8][N:9]=1. The yield is 0.510. (2) The reactants are [Cl:1][C:2]1[C:10]2[N:9]=[C:8]([NH:11][C:12]3[C:13]([CH3:18])=[N:14][O:15][C:16]=3[CH3:17])[N:7]([CH2:19][CH2:20][CH2:21][C:22](OCC)=[O:23])[C:6]=2[C:5]([CH:27]([CH2:30][CH3:31])[CH2:28][CH3:29])=[CH:4][CH:3]=1.[BH4-].[Li+].O. The catalyst is O1CCCC1. The product is [Cl:1][C:2]1[C:10]2[N:9]=[C:8]([NH:11][C:12]3[C:13]([CH3:18])=[N:14][O:15][C:16]=3[CH3:17])[N:7]([CH2:19][CH2:20][CH2:21][CH2:22][OH:23])[C:6]=2[C:5]([CH:27]([CH2:30][CH3:31])[CH2:28][CH3:29])=[CH:4][CH:3]=1. The yield is 0.530. (3) The reactants are [Cl:1][C:2]1[CH:7]=[CH:6][CH:5]=[CH:4][C:3]=1[C:8]1[N:9]([C:18]([O:20][CH2:21][CH3:22])=[O:19])[C:10]2[C:15]([CH:16]=1)=[CH:14][C:13](I)=[CH:12][CH:11]=2.[CH3:23][O:24][C:25](=[O:42])[C:26]1[CH:31]=[CH:30][C:29](B2OC(C)(C)C(C)(C)O2)=[C:28]([CH3:41])[CH:27]=1.C([O-])([O-])=O.[K+].[K+].O1CCOCC1. The catalyst is O. The product is [Cl:1][C:2]1[CH:7]=[CH:6][CH:5]=[CH:4][C:3]=1[C:8]1[N:9]([C:18]([O:20][CH2:21][CH3:22])=[O:19])[C:10]2[C:15]([CH:16]=1)=[CH:14][C:13]([C:29]1[CH:30]=[CH:31][C:26]([C:25]([O:24][CH3:23])=[O:42])=[CH:27][C:28]=1[CH3:41])=[CH:12][CH:11]=2. The yield is 0.630. (4) The reactants are C([N:4]([CH2:11][CH2:12][CH2:13][CH2:14][CH2:15][CH2:16][CH2:17][CH3:18])[C:5]1[CH:10]=[CH:9][CH:8]=[CH:7][CH:6]=1)(=O)C.Cl.[OH-].[K+]. The catalyst is O. The product is [CH2:11]([NH:4][C:5]1[CH:6]=[CH:7][CH:8]=[CH:9][CH:10]=1)[CH2:12][CH2:13][CH2:14][CH2:15][CH2:16][CH2:17][CH3:18]. The yield is 0.990. (5) The reactants are BrC1C=CC(S(O[CH2:12][C@@H:13]2[O:27][C:17]3=[C:18]4[C:23](=[CH:24][CH:25]=[C:16]3[O:15][CH2:14]2)[N:22]=[C:21]([CH3:26])[CH:20]=[CH:19]4)(=O)=O)=CC=1.[CH3:28][O:29][C:30]1[CH:31]=[C:32]([N:36]2[CH2:41][CH2:40][NH:39][CH2:38][CH2:37]2)[CH:33]=[CH:34][CH:35]=1. The catalyst is CS(C)=O.C(=O)(O)[O-].[Na+]. The product is [CH3:28][O:29][C:30]1[CH:31]=[C:32]([N:36]2[CH2:41][CH2:40][N:39]([CH2:12][C@@H:13]3[O:27][C:17]4=[C:18]5[C:23](=[CH:24][CH:25]=[C:16]4[O:15][CH2:14]3)[N:22]=[C:21]([CH3:26])[CH:20]=[CH:19]5)[CH2:38][CH2:37]2)[CH:33]=[CH:34][CH:35]=1. The yield is 0.880.